Dataset: Forward reaction prediction with 1.9M reactions from USPTO patents (1976-2016). Task: Predict the product of the given reaction. (1) Given the reactants O[CH2:2][CH2:3][CH2:4][CH2:5][CH2:6][CH2:7][C:8]1[C:14]2[CH:15]=[CH:16][C:17]([OH:19])=[CH:18][C:13]=2[CH2:12][CH2:11][CH2:10][C:9]=1[C:20]1[CH:25]=[CH:24][C:23]([OH:26])=[CH:22][CH:21]=1.C1(P(C2C=CC=CC=2)C2C=CC=CC=2)C=CC=CC=1.C(Br)(Br)(Br)[Br:47], predict the reaction product. The product is: [Br:47][CH2:2][CH2:3][CH2:4][CH2:5][CH2:6][CH2:7][C:8]1[C:14]2[CH:15]=[CH:16][C:17]([OH:19])=[CH:18][C:13]=2[CH2:12][CH2:11][CH2:10][C:9]=1[C:20]1[CH:25]=[CH:24][C:23]([OH:26])=[CH:22][CH:21]=1. (2) Given the reactants [S:1]1[CH:5]=[CH:4][C:3]([CH:6]([CH2:13][CH3:14])[C:7](=[O:12])[CH2:8][C:9](=O)[CH3:10])=[CH:2]1.O.C1(C)C=CC(S(O)(=O)=O)=CC=1, predict the reaction product. The product is: [CH2:13]([C:6]1[C:3]2[CH:4]=[CH:5][S:1][C:2]=2[C:9]([CH3:10])=[CH:8][C:7]=1[OH:12])[CH3:14]. (3) Given the reactants [CH2:1]([C:8]1[CH:17]=[C:16]2[C:11]([C:12]([NH:21][CH2:22][C:23]([CH3:26])([OH:25])[CH3:24])=[C:13]([N+:18]([O-])=O)[CH:14]=[N:15]2)=[CH:10][CH:9]=1)[C:2]1[CH:7]=[CH:6][CH:5]=[CH:4][CH:3]=1.[CH2:27]([C:34]1[CH:35]=[C:36]2[C:41](=[CH:42][CH:43]=1)[N:40]=[CH:39][C:38]([N+:44]([O-])=O)=[C:37]2[NH:47][CH2:48][C:49]([CH3:52])([OH:51])[CH3:50])[C:28]1[CH:33]=[CH:32][CH:31]=[CH:30][CH:29]=1, predict the reaction product. The product is: [NH2:18][C:13]1[CH:14]=[N:15][C:16]2[C:11]([C:12]=1[NH:21][CH2:22][C:23]([CH3:26])([OH:25])[CH3:24])=[CH:10][CH:9]=[C:8]([CH2:1][C:2]1[CH:3]=[CH:4][CH:5]=[CH:6][CH:7]=1)[CH:17]=2.[NH2:44][C:38]1[CH:39]=[N:40][C:41]2[C:36]([C:37]=1[NH:47][CH2:48][C:49]([CH3:52])([OH:51])[CH3:50])=[CH:35][C:34]([CH2:27][C:28]1[CH:29]=[CH:30][CH:31]=[CH:32][CH:33]=1)=[CH:43][CH:42]=2. (4) Given the reactants [CH3:1][C@@H:2]1[CH2:6][C:5]2[C:7]([CH:32]3[CH2:37][CH2:36][NH:35][CH2:34][CH2:33]3)=[C:8]([CH3:31])[CH:9]=[C:10]([NH:11][C:12]3[N:17]=[C:16]([NH:18][C:19]4[CH:24]=[CH:23][CH:22]=[CH:21][C:20]=4[S:25]([CH:28]([CH3:30])[CH3:29])(=[O:27])=[O:26])[N:15]=[CH:14][N:13]=3)[C:4]=2[O:3]1.CCN(CC)CC.[C:45](Cl)(=[O:47])[CH3:46], predict the reaction product. The product is: [CH:28]([S:25]([C:20]1[CH:21]=[CH:22][CH:23]=[CH:24][C:19]=1[NH:18][C:16]1[N:15]=[CH:14][N:13]=[C:12]([NH:11][C:10]2[C:4]3[O:3][C@H:2]([CH3:1])[CH2:6][C:5]=3[C:7]([CH:32]3[CH2:33][CH2:34][N:35]([C:45](=[O:47])[CH3:46])[CH2:36][CH2:37]3)=[C:8]([CH3:31])[CH:9]=2)[N:17]=1)(=[O:27])=[O:26])([CH3:29])[CH3:30]. (5) Given the reactants [OH:1][C:2]1[CH:15]=[C:14]([OH:16])[CH:13]=[CH:12][C:3]=1[C:4]([C:6]1[CH:11]=[CH:10][CH:9]=[CH:8][CH:7]=1)=[O:5].C(=O)([O-])[O-].[K+].[K+].[CH2:23]([O:25][C:26](=[O:29])[CH2:27]Br)C, predict the reaction product. The product is: [CH3:23][O:25][C:26](=[O:29])[CH2:27][O:16][C:14]1[CH:13]=[CH:12][C:3]([C:4](=[O:5])[C:6]2[CH:11]=[CH:10][CH:9]=[CH:8][CH:7]=2)=[C:2]([OH:1])[CH:15]=1. (6) Given the reactants [Br:1][C:2]1[CH:11]=[C:10]2[C:5]([C:6]([CH3:20])([CH3:19])[CH2:7][CH2:8][C:9]2([C:13]2[CH:18]=[CH:17][CH:16]=[CH:15][CH:14]=2)O)=[CH:4][C:3]=1[CH3:21].C1(C)C=CC(S(O)(=O)=O)=CC=1.O, predict the reaction product. The product is: [Br:1][C:2]1[CH:11]=[C:10]2[C:5](=[CH:4][C:3]=1[CH3:21])[C:6]([CH3:20])([CH3:19])[CH2:7][CH:8]=[C:9]2[C:13]1[CH:14]=[CH:15][CH:16]=[CH:17][CH:18]=1. (7) Given the reactants Br[C:2]1[C:3]([C:9]#[N:10])=[N:4][CH:5]=[C:6]([Cl:8])[CH:7]=1.[CH2:11]([Sn](CCCC)(CCCC)C=C)[CH2:12]CC, predict the reaction product. The product is: [Cl:8][C:6]1[CH:7]=[C:2]([CH:11]=[CH2:12])[C:3]([C:9]#[N:10])=[N:4][CH:5]=1.